This data is from Experimentally validated miRNA-target interactions with 360,000+ pairs, plus equal number of negative samples. The task is: Binary Classification. Given a miRNA mature sequence and a target amino acid sequence, predict their likelihood of interaction. The miRNA is hsa-miR-6757-5p with sequence UAGGGAUGGGAGGCCAGGAUGA. The protein sequence of the target gene is MRSEKSLTLAAPGEVRGPEGEQQDAGDFPEAGGGGGCCSSERLVINISGLRFETQLRTLSLFPDTLLGDPGRRVRFFDPLRNEYFFDRNRPSFDAILYYYQSGGRLRRPVNVPLDIFLEEIRFYQLGDEALAAFREDEGCLPEGGEDEKPLPSQPFQRQVWLLFEYPESSGPARGIAIVSVLVILISIVIFCLETLPQFRVDGRGGNNGGVSRVSPVSRGSQEEEEDEDDSYTFHHGITPGEMGTGGSSSLSTLGGSFFTDPFFLVETLCIVWFTFELLVRFSACPSKPAFFRNIMNIID.... Result: 0 (no interaction).